This data is from CYP1A2 inhibition data for predicting drug metabolism from PubChem BioAssay. The task is: Regression/Classification. Given a drug SMILES string, predict its absorption, distribution, metabolism, or excretion properties. Task type varies by dataset: regression for continuous measurements (e.g., permeability, clearance, half-life) or binary classification for categorical outcomes (e.g., BBB penetration, CYP inhibition). Dataset: cyp1a2_veith. (1) The drug is C=C(C)C(=O)N1CC2(CC(c3cccc(NC(=O)c4ccccc4)c3)=NO2)C[C@@H]1C(N)=O. The result is 0 (non-inhibitor). (2) The result is 1 (inhibitor). The compound is Cn1c(=O)c2cn(-c3ccccc3)cc2n(C)c1=O. (3) The molecule is COCC(=O)N1CCC[C@@]2(CCN(Cc3ccccc3OC)C2)C1. The result is 0 (non-inhibitor). (4) The drug is C=CCN1C[C@@H](C)N([C@H](c2ccc(C(=O)N(CC)CC)cc2)c2cccc(OC)c2)C[C@H]1C. The result is 0 (non-inhibitor). (5) The drug is O=C(c1cnccn1)N1CCC2(CCCN(c3ncccn3)C2)CC1. The result is 0 (non-inhibitor). (6) The compound is CC(=O)Nc1cccc(N2C(=O)CCC2=O)c1. The result is 0 (non-inhibitor). (7) The molecule is CS(=O)(=O)O.O[C@@H](c1nc2ccccc2[nH]1)[C@H](O)[C@H](O)[C@@H](O)c1nc2ccccc2[nH]1. The result is 0 (non-inhibitor).